From a dataset of Reaction yield outcomes from USPTO patents with 853,638 reactions. Predict the reaction yield, written as a fraction of the theoretical maximum amount of product (1.0 means a 100% yield; for example, 0.34 means a 34% yield). (1) The reactants are [CH3:1][S:2]([O:5][C:6]1[CH:11]=[CH:10][C:9]([C:12]2([C:20]3[CH:25]=[CH:24][C:23]([F:26])=[C:22](Br)[CH:21]=3)[C:16](=[O:17])[N:15]([CH3:18])[C:14]([NH2:19])=[N:13]2)=[CH:8][CH:7]=1)(=[O:4])=[O:3].[C:28]1(B(O)O)[CH2:33][CH2:32][CH2:31][CH2:30][CH:29]=1.C(=O)([O-])[O-].[K+].[K+].O. The catalyst is O1CCCC1.C(OCC)(=O)C. The product is [CH3:1][S:2]([O:5][C:6]1[CH:11]=[CH:10][C:9]([C:12]2([C:20]3[CH:25]=[CH:24][C:23]([F:26])=[C:22]([C:28]4[CH2:33][CH2:32][CH2:31][CH2:30][CH:29]=4)[CH:21]=3)[C:16](=[O:17])[N:15]([CH3:18])[C:14]([NH2:19])=[N:13]2)=[CH:8][CH:7]=1)(=[O:4])=[O:3]. The yield is 0.130. (2) The reactants are Br[C:2]1[CH:3]=[C:4]2[C:9](=[N:10][C:11]=1[O:12][CH3:13])[N:8]([C@@H:14]([CH:24]([CH3:26])[CH3:25])[CH2:15][O:16][Si:17]([C:20]([CH3:23])([CH3:22])[CH3:21])([CH3:19])[CH3:18])[CH:7]=[C:6]([C:27]([O:29][CH2:30][CH3:31])=[O:28])[C:5]2=[O:32].[CH3:33]B(O)O.C1COCC1.C(=O)([O-])[O-].[Na+].[Na+]. The catalyst is C(OCC)(=O)C.[Pd].C1(P(C2C=CC=CC=2)C2C=CC=CC=2)C=CC=CC=1.C1(P(C2C=CC=CC=2)C2C=CC=CC=2)C=CC=CC=1.C1(P(C2C=CC=CC=2)C2C=CC=CC=2)C=CC=CC=1.C1(P(C2C=CC=CC=2)C2C=CC=CC=2)C=CC=CC=1.[Pd]. The product is [Si:17]([O:16][CH2:15][C@@H:14]([N:8]1[C:9]2[C:4](=[CH:3][C:2]([CH3:33])=[C:11]([O:12][CH3:13])[N:10]=2)[C:5](=[O:32])[C:6]([C:27]([O:29][CH2:30][CH3:31])=[O:28])=[CH:7]1)[CH:24]([CH3:26])[CH3:25])([C:20]([CH3:23])([CH3:22])[CH3:21])([CH3:19])[CH3:18]. The yield is 0.440. (3) The reactants are [C:1]([C:3]1[CH:4]=[C:5]([C:8]([OH:10])=O)[NH:6][CH:7]=1)#[N:2].Cl.CN(C)CCCN=C=NCC.OC1C2N=NNC=2C=CC=1.[CH3:33][N:34]1[CH2:39][CH2:38][N:37]([C:40]2[CH:45]=[CH:44][C:43]([NH2:46])=[C:42]([N:47]3[CH2:52][CH2:51][CH2:50][CH2:49][CH2:48]3)[CH:41]=2)[CH2:36][CH2:35]1.C(=O)(O)[O-].[Na+]. The catalyst is ClCCl. The product is [CH3:33][N:34]1[CH2:35][CH2:36][N:37]([C:40]2[CH:45]=[CH:44][C:43]([NH:46][C:8]([C:5]3[NH:6][CH:7]=[C:3]([C:1]#[N:2])[CH:4]=3)=[O:10])=[C:42]([N:47]3[CH2:52][CH2:51][CH2:50][CH2:49][CH2:48]3)[CH:41]=2)[CH2:38][CH2:39]1. The yield is 0.440. (4) The reactants are Br[CH2:2][C:3]1[CH:8]=[CH:7][C:6]([C:9]2[O:10][C:11]3[C:12](=[C:14]([C:18]([O:20][CH3:21])=[O:19])[CH:15]=[CH:16][CH:17]=3)[N:13]=2)=[CH:5][CH:4]=1.[CH3:22][NH:23][CH3:24]. The catalyst is C(O)C. The product is [CH3:22][N:23]([CH2:2][C:3]1[CH:8]=[CH:7][C:6]([C:9]2[O:10][C:11]3[C:12](=[C:14]([C:18]([O:20][CH3:21])=[O:19])[CH:15]=[CH:16][CH:17]=3)[N:13]=2)=[CH:5][CH:4]=1)[CH3:24]. The yield is 0.445.